From a dataset of Peptide-MHC class II binding affinity with 134,281 pairs from IEDB. Regression. Given a peptide amino acid sequence and an MHC pseudo amino acid sequence, predict their binding affinity value. This is MHC class II binding data. (1) The peptide sequence is QRTVAVYSLKIAGWHGPKAPYTSTLLPPEL. The MHC is DRB1_1101 with pseudo-sequence DRB1_1101. The binding affinity (normalized) is 0.661. (2) The peptide sequence is APGDSPNTDGIHIGD. The MHC is DRB1_0401 with pseudo-sequence DRB1_0401. The binding affinity (normalized) is 0.0894. (3) The peptide sequence is GELEIVDKIDAAFKI. The MHC is DRB1_0701 with pseudo-sequence DRB1_0701. The binding affinity (normalized) is 0.864. (4) The peptide sequence is TRGAVLTYNGKRLEP. The MHC is DRB1_1101 with pseudo-sequence DRB1_1101. The binding affinity (normalized) is 0.480. (5) The peptide sequence is DKELYPLASLRSLFG. The MHC is DRB3_0202 with pseudo-sequence DRB3_0202. The binding affinity (normalized) is 0.392.